Binary Classification. Given a miRNA mature sequence and a target amino acid sequence, predict their likelihood of interaction. From a dataset of Experimentally validated miRNA-target interactions with 360,000+ pairs, plus equal number of negative samples. (1) The miRNA is hsa-miR-4295 with sequence CAGUGCAAUGUUUUCCUU. The protein sequence of the target gene is MSSYFVNSFCGRYPNGPDYQLHNYGDHSSVSEQFRDSASMHSGRYGYGYNGMDLSVGRSGSGHFGSGERARSYAASASAAPAEPRYSQPATSTHSPQPDPLPCSAVAPSPGSDSHHGGKNSLSNSSGASADAGSTHISSREGVGTASGAEEDAPASSEQASAQSEPSPAPPAQPQIYPWMRKLHISHDNIGGPEGKRARTAYTRYQTLELEKEFHFNRYLTRRRRIEIAHALCLSERQIKIWFQNRRMKWKKDNKLKSMSMAAAGGAFRP. Result: 1 (interaction). (2) The miRNA is hsa-miR-518e-3p with sequence AAAGCGCUUCCCUUCAGAGUG. The protein sequence of the target gene is MRLGKPKGGISRSASQGKAYESKRKTARQRQKWGVAIRFDSGLSRRRRNVDEKPYKCAKCSKSFSQSSTLFQHKKIHTGKKSHKCADCGKSFFQSSNLIQHRRIHTGEKPYKCDECGERFKQSSNLIQHQRIHTGEKPYCCDECGRCFSQSSHLIQHQRTHTGEKPYQCEECDKCFSQSSHLRQHMKVHKEKKPHKRGKNARVKTHPVSWKRGKGRKAVAGIRQVKGATSGLFKKKK. Result: 0 (no interaction). (3) The miRNA is hsa-miR-185-5p with sequence UGGAGAGAAAGGCAGUUCCUGA. The protein sequence of the target gene is MGEAGAGAGASGGPEASPEAEVVKLLPFLAPGARADLQAAAVRHVLALTGCGPGRALLAGQAALLQALMELAPASAPARDAARALVNLAADPGLHETLLAADPGLPARLMGRALDPQWPWAEEAAAALANLSREPAPCAALMAALAAAEPADSGLERLVRALCTPGYNARAPLHYLAPLLSNLSQRPAARAFLLDPDRCVVQRLLPLTQYPDSSVRRGGVVGTLRNCCFEHRHHEWLLGPEVDILPFLLLPLAGPEDFSEEEMERLPVDLQYLPPDKQREPDADIRKMLVEAIMLLTATA.... Result: 0 (no interaction). (4) The miRNA is hsa-miR-6800-5p with sequence GUAGGUGACAGUCAGGGGCGG. The protein sequence of the target gene is MPRSRNPSQGMPRDSSDSCGLSPVETPKGKKRARSLDRQVPRKKDPESSNTRCPSSATCRRTASDGARSSESPSHFAEAQGATAAALPPGEGRGFLPSEQGPPEDTKKERLPREAQQSWLRLVLNILLMRIEEPREKASRASKGKGDLPEAAEEPALRKKSHEKRTSRKKHSHRKPIAEEPPGPQTAEAQGREDVPPSLAASSAPHEIALGLICRGGPDSDLPQALPTEGDHAETPDSFGQASGPPLEEDPRKPDQDDVIWQIVELLKKAGDQLEEEQVQIPQPEAVPPRKPTPLPRKKS.... Result: 0 (no interaction). (5) The miRNA is hsa-miR-4789-3p with sequence CACACAUAGCAGGUGUAUAUA. The protein sequence of the target gene is MARPRPREYKAGDLVFAKMKGYPHWPARIDELPEGAVKPPANKYPIFFFGTHETAFLGPKDLFPYKEYKDKFGKSNKRKGFNEGLWEIENNPGVKFTGYQAIQQQSSSETEGEGGNTADASSEEEGDRVEEDGKGKRKNEKAGSKRKKSYTSKKSSKQSRKSPGDEDDKDCKEEENKSSSEGGDAGNDTRNTTSDLQKTSEGT. Result: 1 (interaction). (6) The miRNA is hsa-miR-2467-3p with sequence AGCAGAGGCAGAGAGGCUCAGG. The protein sequence of the target gene is MARGDAGRGRGLLALTFCLLAARGELLLPQETTVELSCGVGPLQVILGPEQAAVLNCSLGAAAAGPPTRVTWSKDGDTLLEHDHLHLLPNGSLWLSQPLAPNGSDESVPEAVGVIEGNYSCLAHGPLGVLASQTAVVKLATLADFSLHPESQTVEENGTARFECHIEGLPAPIITWEKDQVTLPEEPRLIVLPNGVLQILDVQESDAGPYRCVATNSARQHFSQEALLSVAHRGSLASTRGQDVVIVAAPENTTVVSGQSVVMECVASADPTPFVSWVRQDGKPISTDVIVLGRTNLLIA.... Result: 1 (interaction).